Dataset: Reaction yield outcomes from USPTO patents with 853,638 reactions. Task: Predict the reaction yield, written as a fraction of the theoretical maximum amount of product (1.0 means a 100% yield; for example, 0.34 means a 34% yield). (1) The product is [C:17]([N:11]1[C:10]2[C:9](=[CH:8][C:7]([F:6])=[CH:13][CH:12]=2)[C@H:31]([NH:34][C:35](=[O:44])[O:36][CH2:37][C:38]2[CH:39]=[CH:40][CH:41]=[CH:42][CH:43]=2)[C@@H:32]([CH3:33])[C@@H:4]1[CH:1]1[CH2:2][CH2:3]1)(=[O:16])[CH3:18]. The catalyst is ClCCl. The yield is 0.637. The reactants are [CH:1]1([CH:4]=O)[CH2:3][CH2:2]1.[F:6][C:7]1[CH:13]=[CH:12][C:10]([NH2:11])=[CH:9][CH:8]=1.P(O)(OC1C=CC=CC=1)([O:16][C:17]1C=CC=C[CH:18]=1)=O.[CH:31](/[NH:34][C:35](=[O:44])[O:36][CH2:37][C:38]1[CH:43]=[CH:42][CH:41]=[CH:40][CH:39]=1)=[CH:32]\[CH3:33]. (2) The reactants are [F:1][C:2]([F:21])([C:6]1[CH:11]=[C:10]([C:12]2[CH:17]=[CH:16][N:15]=[CH:14][CH:13]=2)[CH:9]=[C:8]([N+:18]([O-:20])=[O:19])[CH:7]=1)[C:3]([OH:5])=[O:4]. The catalyst is C1(C)C=CC=CC=1. The product is [F:21][C:2]([F:1])([C:6]1[CH:11]=[C:10]([C:12]2[CH:17]=[CH:16][N:15]=[CH:14][CH:13]=2)[CH:9]=[C:8]([N+:18]([O-:20])=[O:19])[CH:7]=1)[C:3]([O:5][C:6]([CH3:11])([CH3:7])[CH3:2])=[O:4]. The yield is 0.960. (3) The product is [CH2:1]([O:8][C:9]1[CH:13]=[C:12]([CH2:14][CH2:15][C:16]([OH:18])=[O:17])[N:11]([CH2:21][C:22]2[CH:27]=[CH:26][C:25]([Cl:28])=[CH:24][C:23]=2[Cl:29])[N:10]=1)[C:2]1[CH:3]=[CH:4][CH:5]=[CH:6][CH:7]=1. The catalyst is C(O)C. The reactants are [CH2:1]([O:8][C:9]1[CH:13]=[C:12]([CH2:14][CH2:15][C:16]([O:18]CC)=[O:17])[N:11]([CH2:21][C:22]2[CH:27]=[CH:26][C:25]([Cl:28])=[CH:24][C:23]=2[Cl:29])[N:10]=1)[C:2]1[CH:7]=[CH:6][CH:5]=[CH:4][CH:3]=1.[OH-].[Na+].O1CCCC1. The yield is 0.880. (4) The reactants are [CH2:1]([O:3][C:4](=[O:21])[CH:5]([C:11]1[CH:16]=[C:15]([Cl:17])[CH:14]=[CH:13][C:12]=1[N+:18]([O-:20])=[O:19])C(OCC)=O)[CH3:2].[Li+].[Cl-].O. The catalyst is CS(C)=O. The product is [CH2:1]([O:3][C:4](=[O:21])[CH2:5][C:11]1[CH:16]=[C:15]([Cl:17])[CH:14]=[CH:13][C:12]=1[N+:18]([O-:20])=[O:19])[CH3:2]. The yield is 0.750. (5) The catalyst is C(O)(=O)C.CC(C)=O. The reactants are [CH2:1]1[C:5]2([CH2:10][CH2:9][N:8]([C:11]([O:13][C:14]([CH3:17])([CH3:16])[CH3:15])=[O:12])[CH2:7][CH2:6]2)[CH2:4][CH2:3][NH:2]1.C(O[BH-](O[C:28](=O)[CH3:29])OC(=O)C)(=O)C.[Na+].[C:32](=O)(O)[O-].[Na+]. The product is [CH:28]([N:2]1[CH2:3][CH2:4][C:5]2([CH2:10][CH2:9][N:8]([C:11]([O:13][C:14]([CH3:17])([CH3:16])[CH3:15])=[O:12])[CH2:7][CH2:6]2)[CH2:1]1)([CH3:29])[CH3:32]. The yield is 0.0800. (6) The reactants are [C:1]([O:5][C:6]([NH:8][C@@H:9]([CH3:22])[C:10]([NH:12][N:13]1[CH:17]=[CH:16][CH:15]=[C:14]1[C:18]([O:20]C)=O)=[O:11])=[O:7])([CH3:4])([CH3:3])[CH3:2].[CH3:23][O:24][C:25]1[CH:37]=[CH:36][C:28]([CH2:29][N:30]2[CH:34]=[C:33]([NH2:35])[CH:32]=[N:31]2)=[CH:27][CH:26]=1. No catalyst specified. The product is [CH3:23][O:24][C:25]1[CH:26]=[CH:27][C:28]([CH2:29][N:30]2[CH:34]=[C:33]([NH:35][C:18]([C:14]3[N:13]([NH:12][C:10](=[O:11])[C@@H:9]([NH:8][C:6](=[O:7])[O:5][C:1]([CH3:2])([CH3:3])[CH3:4])[CH3:22])[CH:17]=[CH:16][CH:15]=3)=[O:20])[CH:32]=[N:31]2)=[CH:36][CH:37]=1. The yield is 0.730. (7) The reactants are [NH:1]1[C:5]2[CH:6]=[CH:7][CH:8]=[CH:9][C:4]=2[N:3]=[N:2]1.[H-].[Na+].I[CH2:13][C:14]1[N:18](S(C)(=O)=O)[C:17]2[CH:23]=[CH:24][CH:25]=[CH:26][C:16]=2[N:15]=1. The catalyst is CN(C)C=O.O. The product is [NH:15]1[C:16]2[CH:26]=[CH:25][CH:24]=[CH:23][C:17]=2[N:18]=[C:14]1[CH2:13][N:2]1[N:3]=[C:4]2[CH:9]=[CH:8][CH:7]=[CH:6][C:5]2=[N:1]1.[NH:15]1[C:16]2[CH:26]=[CH:25][CH:24]=[CH:23][C:17]=2[N:18]=[C:14]1[CH2:13][N:1]1[C:5]2[CH:6]=[CH:7][CH:8]=[CH:9][C:4]=2[N:3]=[N:2]1. The yield is 0.0500.